From a dataset of Catalyst prediction with 721,799 reactions and 888 catalyst types from USPTO. Predict which catalyst facilitates the given reaction. (1) Reactant: Br[C:2]1[CH:3]=[C:4]([CH:35]=[CH:36][CH:37]=1)[O:5][C:6]1[CH:34]=[CH:33][C:9]([CH2:10][N:11]([CH2:24][C:25]2[CH:30]=[CH:29][C:28]([C:31]#[N:32])=[CH:27][CH:26]=2)[C:12]2[C:13]([CH3:23])=[C:14]([NH:18][S:19]([CH3:22])(=[O:21])=[O:20])[CH:15]=[CH:16][CH:17]=2)=[CH:8][CH:7]=1.[CH:38]([C:40]1[CH:41]=[N:42][CH:43]=[CH:44][CH:45]=1)=[CH2:39].C1(C)C=CC=CC=1P(C1C=CC=CC=1C)C1C=CC=CC=1C.C(N(CC)CC)C. Product: [C:31]([C:28]1[CH:29]=[CH:30][C:25]([CH2:24][N:11]([CH2:10][C:9]2[CH:33]=[CH:34][C:6]([O:5][C:4]3[CH:35]=[CH:36][CH:37]=[C:2](/[CH:39]=[CH:38]/[C:40]4[CH:41]=[N:42][CH:43]=[CH:44][CH:45]=4)[CH:3]=3)=[CH:7][CH:8]=2)[C:12]2[C:13]([CH3:23])=[C:14]([NH:18][S:19]([CH3:22])(=[O:21])=[O:20])[CH:15]=[CH:16][CH:17]=2)=[CH:26][CH:27]=1)#[N:32]. The catalyst class is: 826. (2) Reactant: [C:1]1([C@H:7]([OH:11])[CH2:8][C:9]#[N:10])[CH:6]=[CH:5][CH:4]=[CH:3][CH:2]=1.Cl. Product: [C:1]1([C@H:7]([OH:11])[CH2:8][CH2:9][NH2:10])[CH:6]=[CH:5][CH:4]=[CH:3][CH:2]=1. The catalyst class is: 1. (3) Reactant: [CH3:1][O:2][C:3]1[CH:4]=[C:5]2[C:10](=[CH:11][C:12]=1[O:13][CH3:14])[N:9]=[CH:8][CH:7]=[C:6]2[O:15][C:16]1[CH:17]=[C:18]2[C:23](=[CH:24][CH:25]=1)[CH:22]=[C:21]([NH:26]C(OCC1C=CC=CC=1)=O)[CH:20]=[CH:19]2. Product: [CH3:1][O:2][C:3]1[CH:4]=[C:5]2[C:10](=[CH:11][C:12]=1[O:13][CH3:14])[N:9]=[CH:8][CH:7]=[C:6]2[O:15][C:16]1[CH:17]=[C:18]2[C:23](=[CH:24][CH:25]=1)[CH:22]=[C:21]([NH2:26])[CH:20]=[CH:19]2. The catalyst class is: 99.